From a dataset of NCI-60 drug combinations with 297,098 pairs across 59 cell lines. Regression. Given two drug SMILES strings and cell line genomic features, predict the synergy score measuring deviation from expected non-interaction effect. (1) Drug 1: CC1=C2C(C(=O)C3(C(CC4C(C3C(C(C2(C)C)(CC1OC(=O)C(C(C5=CC=CC=C5)NC(=O)OC(C)(C)C)O)O)OC(=O)C6=CC=CC=C6)(CO4)OC(=O)C)OC)C)OC. Drug 2: CC1=C2C(C(=O)C3(C(CC4C(C3C(C(C2(C)C)(CC1OC(=O)C(C(C5=CC=CC=C5)NC(=O)OC(C)(C)C)O)O)OC(=O)C6=CC=CC=C6)(CO4)OC(=O)C)O)C)O. Cell line: BT-549. Synergy scores: CSS=57.2, Synergy_ZIP=-0.677, Synergy_Bliss=-1.08, Synergy_Loewe=-3.27, Synergy_HSA=3.70. (2) Drug 1: C1=C(C(=O)NC(=O)N1)F. Drug 2: CN(C)C1=NC(=NC(=N1)N(C)C)N(C)C. Cell line: EKVX. Synergy scores: CSS=34.5, Synergy_ZIP=10.8, Synergy_Bliss=8.14, Synergy_Loewe=1.27, Synergy_HSA=6.31. (3) Drug 1: COC1=C(C=C2C(=C1)N=CN=C2NC3=CC(=C(C=C3)F)Cl)OCCCN4CCOCC4. Drug 2: CCCCCOC(=O)NC1=NC(=O)N(C=C1F)C2C(C(C(O2)C)O)O. Cell line: T-47D. Synergy scores: CSS=16.7, Synergy_ZIP=-5.23, Synergy_Bliss=-0.292, Synergy_Loewe=-22.1, Synergy_HSA=-0.255. (4) Drug 1: CN(C)N=NC1=C(NC=N1)C(=O)N. Drug 2: CC1=C2C(C(=O)C3(C(CC4C(C3C(C(C2(C)C)(CC1OC(=O)C(C(C5=CC=CC=C5)NC(=O)OC(C)(C)C)O)O)OC(=O)C6=CC=CC=C6)(CO4)OC(=O)C)O)C)O. Cell line: NCI-H322M. Synergy scores: CSS=15.4, Synergy_ZIP=-7.17, Synergy_Bliss=-1.58, Synergy_Loewe=-33.6, Synergy_HSA=-4.16. (5) Drug 1: CN1CCC(CC1)COC2=C(C=C3C(=C2)N=CN=C3NC4=C(C=C(C=C4)Br)F)OC. Drug 2: CCC1(CC2CC(C3=C(CCN(C2)C1)C4=CC=CC=C4N3)(C5=C(C=C6C(=C5)C78CCN9C7C(C=CC9)(C(C(C8N6C=O)(C(=O)OC)O)OC(=O)C)CC)OC)C(=O)OC)O.OS(=O)(=O)O. Cell line: SF-268. Synergy scores: CSS=38.9, Synergy_ZIP=8.43, Synergy_Bliss=10.5, Synergy_Loewe=-24.8, Synergy_HSA=7.24. (6) Synergy scores: CSS=49.5, Synergy_ZIP=-2.31, Synergy_Bliss=-2.14, Synergy_Loewe=3.75, Synergy_HSA=4.75. Cell line: M14. Drug 1: CCCS(=O)(=O)NC1=C(C(=C(C=C1)F)C(=O)C2=CNC3=C2C=C(C=N3)C4=CC=C(C=C4)Cl)F. Drug 2: C1=CC(=CC=C1CCC2=CNC3=C2C(=O)NC(=N3)N)C(=O)NC(CCC(=O)O)C(=O)O.